From a dataset of Forward reaction prediction with 1.9M reactions from USPTO patents (1976-2016). Predict the product of the given reaction. (1) Given the reactants O1C2C=CC([C:10]3([C:13]([NH:15][C:16]4[CH:21]=[CH:20][C:19]([CH2:22]O)=[C:18]([Br:24])[CH:17]=4)=[O:14])[CH2:12][CH2:11]3)=CC=2OC1.CS(Cl)(=O)=O.[CH:30]([N:33](CC)C(C)C)(C)C.[C-]#N.[K+], predict the reaction product. The product is: [Br:24][C:18]1[CH:17]=[C:16]([NH:15][C:13]([CH:10]2[CH2:11][CH2:12]2)=[O:14])[CH:21]=[CH:20][C:19]=1[CH2:22][C:30]#[N:33]. (2) Given the reactants [CH3:1][O:2][C:3]1[CH:4]=[C:5]2[C:9](=[CH:10][C:11]=1[Cl:12])[NH:8][C:7]([C:13]([O:15][CH2:16][CH3:17])=[O:14])=[CH:6]2.[F:18][C:19]([F:30])([F:29])[C:20]1[CH:21]=[C:22]([CH:25]=[CH:26][C:27]=1[Cl:28])[CH2:23]Br, predict the reaction product. The product is: [F:29][C:19]([F:18])([F:30])[C:20]1[CH:21]=[C:22]([CH:25]=[CH:26][C:27]=1[Cl:28])[CH2:23][N:8]1[C:9]2[C:5](=[CH:4][C:3]([O:2][CH3:1])=[C:11]([Cl:12])[CH:10]=2)[CH:6]=[C:7]1[C:13]([O:15][CH2:16][CH3:17])=[O:14]. (3) Given the reactants Cl[C:2]1[N:7]=[C:6]2[N:8]([CH2:21]C3CC3)[C:9](=[O:20])[N:10]([C:12]3[CH:17]=[CH:16][C:15]([O:18][CH3:19])=[CH:14][CH:13]=3)[CH2:11][C:5]2=[CH:4][N:3]=1, predict the reaction product. The product is: [CH3:19][O:18][C:15]1[CH:16]=[CH:17][C:12]([N:10]2[CH2:11][C:5]3[C:6](=[N:7][C:2]([NH:10][C:12]4[CH:17]=[CH:16][CH:15]=[CH:14][CH:13]=4)=[N:3][CH:4]=3)[N:8]([CH2:21][CH2:5][C:4]#[N:3])[C:9]2=[O:20])=[CH:13][CH:14]=1. (4) The product is: [CH2:1]([O:3][C:4]([C:6]1[C:7]([O:23][C:20]2[CH:21]=[CH:22][C:16]3[O:15][CH2:14][O:18][C:17]=3[CH:19]=2)=[CH:8][CH:9]=[CH:10][C:11]=1[F:12])=[O:5])[CH3:2]. Given the reactants [CH2:1]([O:3][C:4]([C:6]1[C:11]([F:12])=[CH:10][CH:9]=[CH:8][C:7]=1F)=[O:5])[CH3:2].[CH2:14]1[O:18][C:17]2[CH:19]=[C:20]([OH:23])[CH:21]=[CH:22][C:16]=2[O:15]1, predict the reaction product.